This data is from Forward reaction prediction with 1.9M reactions from USPTO patents (1976-2016). The task is: Predict the product of the given reaction. (1) Given the reactants [NH2:1][N:2]1[CH2:8][C:6](=[O:7])[NH:5][C:3]1=[O:4].C([O-])(=O)C.[Na+].[NH:14](C(OC(C)(C)C)=O)[C@H:15]([C:23]([OH:25])=[O:24])[CH2:16][C:17]1[CH:22]=[CH:21][CH:20]=[CH:19][CH:18]=1.NN1CC(=O)NC1=O, predict the reaction product. The product is: [NH2:14][C@H:15]([C:23]([OH:25])=[O:24])[CH2:16][C:17]1[CH:22]=[CH:21][CH:20]=[CH:19][CH:18]=1.[NH2:1][N:2]1[CH2:8][C:6](=[O:7])[NH:5][C:3]1=[O:4]. (2) Given the reactants [C:1]([Br:5])(Br)(Br)Br.C1(P(C2C=CC=CC=2)C2C=CC=CC=2)C=CC=CC=1.[Cl:25][C:26]1[CH:31]=[CH:30][C:29](CO)=[CH:28][C:27]=1[C:34]([F:37])([F:36])[F:35].CCCCCC, predict the reaction product. The product is: [Br:5][CH2:1][C:29]1[CH:30]=[CH:31][C:26]([Cl:25])=[C:27]([C:34]([F:37])([F:36])[F:35])[CH:28]=1.